Dataset: NCI-60 drug combinations with 297,098 pairs across 59 cell lines. Task: Regression. Given two drug SMILES strings and cell line genomic features, predict the synergy score measuring deviation from expected non-interaction effect. (1) Drug 1: C1CCC(CC1)NC(=O)N(CCCl)N=O. Drug 2: CC1C(C(CC(O1)OC2CC(CC3=C2C(=C4C(=C3O)C(=O)C5=C(C4=O)C(=CC=C5)OC)O)(C(=O)CO)O)N)O.Cl. Cell line: ACHN. Synergy scores: CSS=42.1, Synergy_ZIP=-1.51, Synergy_Bliss=-3.68, Synergy_Loewe=-5.86, Synergy_HSA=-2.42. (2) Drug 1: CC1=C2C(C(=O)C3(C(CC4C(C3C(C(C2(C)C)(CC1OC(=O)C(C(C5=CC=CC=C5)NC(=O)C6=CC=CC=C6)O)O)OC(=O)C7=CC=CC=C7)(CO4)OC(=O)C)O)C)OC(=O)C. Drug 2: C#CCC(CC1=CN=C2C(=N1)C(=NC(=N2)N)N)C3=CC=C(C=C3)C(=O)NC(CCC(=O)O)C(=O)O. Cell line: NCI-H322M. Synergy scores: CSS=45.7, Synergy_ZIP=2.63, Synergy_Bliss=-0.487, Synergy_Loewe=-30.5, Synergy_HSA=-1.01.